This data is from Reaction yield outcomes from USPTO patents with 853,638 reactions. The task is: Predict the reaction yield, written as a fraction of the theoretical maximum amount of product (1.0 means a 100% yield; for example, 0.34 means a 34% yield). (1) The reactants are [N:1]1([CH2:7][CH2:8][CH2:9][O:10][C:11]2[CH:12]=[C:13]([CH:17]3[CH2:21][CH2:20][CH2:19][N:18]3[CH2:22][C:23]([C:25]3[CH:30]=[CH:29][C:28]([O:31][C:32]([F:35])([F:34])[F:33])=[CH:27][CH:26]=3)=O)[CH:14]=[CH:15][CH:16]=2)[CH2:6][CH2:5][CH2:4][CH2:3][CH2:2]1.N. The catalyst is CO.C(Cl)Cl. The product is [N:1]1([CH2:7][CH2:8][CH2:9][O:10][C:11]2[CH:12]=[C:13]3[C:14]([C@H:23]([C:25]4[CH:30]=[CH:29][C:28]([O:31][C:32]([F:33])([F:35])[F:34])=[CH:27][CH:26]=4)[CH2:22][N:18]4[CH2:19][CH2:20][CH2:21][C@H:17]43)=[CH:15][CH:16]=2)[CH2:2][CH2:3][CH2:4][CH2:5][CH2:6]1. The yield is 0.790. (2) The reactants are [CH2:1]([S:3]([N:6]1[CH2:11][CH2:10][CH:9]([C:12]2[C:20]3[C:15](=[C:16]([C:29]([NH2:31])=[O:30])[CH:17]=[C:18]([C:21]4[CH:26]=[CH:25][CH:24]=[C:23]([CH:27]=O)[CH:22]=4)[CH:19]=3)[NH:14][CH:13]=2)[CH2:8][CH2:7]1)(=[O:5])=[O:4])[CH3:2].[CH3:32][O:33][CH2:34][CH2:35][NH:36][CH2:37][CH2:38][O:39][CH3:40].[BH-](OC(C)=O)(OC(C)=O)OC(C)=O.[Na+]. No catalyst specified. The product is [CH3:32][O:33][CH2:34][CH2:35][N:36]([CH2:27][C:23]1[CH:22]=[C:21]([C:18]2[CH:19]=[C:20]3[C:15](=[C:16]([C:29]([NH2:31])=[O:30])[CH:17]=2)[NH:14][CH:13]=[C:12]3[CH:9]2[CH2:10][CH2:11][N:6]([S:3]([CH2:1][CH3:2])(=[O:5])=[O:4])[CH2:7][CH2:8]2)[CH:26]=[CH:25][CH:24]=1)[CH2:37][CH2:38][O:39][CH3:40]. The yield is 0.160. (3) The reactants are [CH2:1](I)[CH3:2].[NH2:4][C:5]1[CH:10]=[C:9]([Cl:11])[CH:8]=[CH:7][C:6]=1[SH:12].C(=O)([O-])[O-].[Cs+].[Cs+].C(OCC)(=O)C. The catalyst is [I-].C([N+](CCCC)(CCCC)CCCC)CCC.CN(C=O)C. The product is [Cl:11][C:9]1[CH:8]=[CH:7][C:6]([S:12][CH2:1][CH3:2])=[C:5]([NH2:4])[CH:10]=1. The yield is 0.880.